From a dataset of Full USPTO retrosynthesis dataset with 1.9M reactions from patents (1976-2016). Predict the reactants needed to synthesize the given product. (1) Given the product [C:1]([C:3]1[C:4]([CH3:11])=[C:5]([C:9](=[NH:10])[NH:13][OH:14])[CH:6]=[CH:7][CH:8]=1)#[N:2], predict the reactants needed to synthesize it. The reactants are: [C:1]([C:3]1[CH:8]=[CH:7][CH:6]=[C:5]([C:9]#[N:10])[C:4]=1[CH3:11])#[N:2].Cl.[NH2:13][OH:14].C(N(CC)CC)C.Cl. (2) Given the product [Cl:17][C:11]1[CH:10]=[C:9]([NH:8][C:6]2[N:5]=[C:4]([NH:18][CH:19]3[CH2:25][CH2:24][CH2:23][CH2:22][CH2:21][CH2:20]3)[N:3]=[C:2]([O:39][C:34]3[CH:35]=[CH:36][CH:37]=[CH:38][C:33]=3[I:32])[N:7]=2)[CH:14]=[CH:13][C:12]=1[O:15][CH3:16], predict the reactants needed to synthesize it. The reactants are: Cl[C:2]1[N:7]=[C:6]([NH:8][C:9]2[CH:14]=[CH:13][C:12]([O:15][CH3:16])=[C:11]([Cl:17])[CH:10]=2)[N:5]=[C:4]([NH:18][CH:19]2[CH2:25][CH2:24][CH2:23][CH2:22][CH2:21][CH2:20]2)[N:3]=1.C(=O)([O-])[O-].[K+].[K+].[I:32][C:33]1[CH:38]=[CH:37][CH:36]=[CH:35][C:34]=1[OH:39]. (3) The reactants are: [F:1][C:2]1[CH:10]=[CH:9][CH:8]=[C:7]2[C:3]=1[C:4]([NH2:35])=[N:5][C:6]2([C:21]1[CH:26]=[CH:25][C:24]([O:27]C)=[C:23]([C:29]2[CH:34]=[N:33][CH:32]=[CH:31][N:30]=2)[CH:22]=1)[C:11]1[CH:16]=[CH:15][N:14]=[C:13]([C:17]([F:20])([F:19])[F:18])[CH:12]=1.B(Br)(Br)Br.O.N. Given the product [NH2:35][C:4]1[C:3]2[C:7](=[CH:8][CH:9]=[CH:10][C:2]=2[F:1])[C:6]([C:21]2[CH:26]=[CH:25][C:24]([OH:27])=[C:23]([C:29]3[CH:34]=[N:33][CH:32]=[CH:31][N:30]=3)[CH:22]=2)([C:11]2[CH:16]=[CH:15][N:14]=[C:13]([C:17]([F:20])([F:18])[F:19])[CH:12]=2)[N:5]=1, predict the reactants needed to synthesize it. (4) Given the product [CH2:7]=[C:6]([C:9]1[CH:10]=[C:11]([CH:14]=[CH:15][CH:16]=1)[C:12]#[N:13])[CH3:2], predict the reactants needed to synthesize it. The reactants are: [Li][CH2:2]CCC.[C:6]([C:9]1[CH:10]=[C:11]([CH:14]=[CH:15][CH:16]=1)[C:12]#[N:13])(=O)[CH3:7].O.